From a dataset of Full USPTO retrosynthesis dataset with 1.9M reactions from patents (1976-2016). Predict the reactants needed to synthesize the given product. (1) Given the product [NH2:32][C:4]1[CH:5]=[C:6]([CH:9]2[N:12]([C:13]3[CH:18]=[C:17]([O:19][CH3:20])[C:16]([O:21][CH3:22])=[C:15]([O:23][CH3:24])[CH:14]=3)[C:11](=[O:25])[CH:10]2[C:26]2[CH:27]=[CH:28][CH:29]=[CH:30][CH:31]=2)[CH:7]=[CH:8][C:3]=1[O:2][CH3:1], predict the reactants needed to synthesize it. The reactants are: [CH3:1][O:2][C:3]1[CH:8]=[CH:7][C:6]([CH:9]2[N:12]([C:13]3[CH:18]=[C:17]([O:19][CH3:20])[C:16]([O:21][CH3:22])=[C:15]([O:23][CH3:24])[CH:14]=3)[C:11](=[O:25])[CH:10]2[C:26]2[CH:31]=[CH:30][CH:29]=[CH:28][CH:27]=2)=[CH:5][C:4]=1[N+:32]([O-])=O.[Na+].[Cl-]. (2) Given the product [F:14][C:10]1[CH:9]=[C:8]2[C:13](=[CH:12][CH:11]=1)[N:5]([CH2:4][C:3]([OH:31])=[O:2])[C:6]([CH3:30])=[C:7]2[CH2:15][C:16]1[S:17][CH:18]=[CH:19][C:20]=1[S:21]([C:24]1[CH:29]=[CH:28][CH:27]=[CH:26][N:25]=1)(=[O:22])=[O:23], predict the reactants needed to synthesize it. The reactants are: C[O:2][C:3](=[O:31])[CH2:4][N:5]1[C:13]2[C:8](=[CH:9][C:10]([F:14])=[CH:11][CH:12]=2)[C:7]([CH2:15][C:16]2[S:17][CH:18]=[CH:19][C:20]=2[S:21]([C:24]2[CH:29]=[CH:28][CH:27]=[CH:26][N:25]=2)(=[O:23])=[O:22])=[C:6]1[CH3:30].[OH-].[Li+].[OH-].[Na+].Cl. (3) Given the product [Cl:30][C:28]1[N:27]=[C:26]([N:31]2[CH2:36][CH2:35][O:34][CH2:33][C@@H:32]2[CH3:37])[N:25]=[C:24]([C:47]2[CH:48]=[CH:49][C:44]([NH:43][C:42]([NH:41][CH:38]3[CH2:39][CH2:40]3)=[O:59])=[CH:45][CH:46]=2)[CH:29]=1, predict the reactants needed to synthesize it. The reactants are: FC1C=C(C2N=C(SC)N=C(N3CCOC[C@@H]3C)C=2)C=NC=1.Cl[C:24]1[CH:29]=[C:28]([Cl:30])[N:27]=[C:26]([N:31]2[CH2:36][CH2:35][O:34][CH2:33][C@@H:32]2[CH3:37])[N:25]=1.[CH:38]1([NH:41][C:42](=[O:59])[NH:43][C:44]2[CH:49]=[CH:48][C:47](B3OC(C)(C)C(C)(C)O3)=[CH:46][CH:45]=2)[CH2:40][CH2:39]1. (4) Given the product [C:5]([CH2:4][CH2:3][C:66]1[CH:70]=[CH:71][C:63]([NH:62][C:9]([C:11]2[C:15]([CH3:16])=[C:14]([NH:17][C:55](=[O:56])[C:54]3[CH:58]=[CH:59][CH:60]=[CH:61][C:53]=3[F:52])[N:13]([C:18]3[CH:19]=[CH:20][CH:21]=[CH:22][CH:23]=3)[N:12]=2)=[O:10])=[CH:64][CH:65]=1)#[N:1], predict the reactants needed to synthesize it. The reactants are: [NH:1]1[CH:5]=[CH:4][CH:3]=N1.C(O[C:9]([C:11]1[C:15]([CH3:16])=[C:14]([NH2:17])[N:13]([C:18]2[CH:23]=[CH:22][CH:21]=[CH:20][CH:19]=2)[N:12]=1)=[O:10])C.C(OC(=O)C(=O)C(C#N)C)C.NC1N(C(OC(C)(C)C)=O)N=C(C(OC)=O)C=1.[F:52][C:53]1[CH:61]=[CH:60][CH:59]=[CH:58][C:54]=1[C:55](Cl)=[O:56].[NH2:62][C:63]1[CH:71]=[CH:70][C:66](CC#N)=[CH:65][CH:64]=1. (5) The reactants are: CO[CH:3](OC)[CH2:4][N:5]([C:21]1[CH:26]=[CH:25][C:24](OC2C=CC=CC=2)=[CH:23][CH:22]=1)[C:6]([NH:8][C:9]1[CH:14]=[CH:13][C:12]([O:15][CH2:16][CH2:17][N:18]([CH3:20])[CH3:19])=[CH:11][CH:10]=1)=[O:7].F[C:37](F)(F)[C:38]([OH:40])=O. Given the product [CH3:19][N:18]([CH3:20])[CH2:17][CH2:16][O:15][C:12]1[CH:11]=[CH:10][C:9]([N:8]2[CH:3]=[CH:4][N:5]([C:21]3[CH:26]=[CH:25][C:24]([O:40][C:38]4[CH:37]=[CH:11][CH:10]=[CH:9][CH:14]=4)=[CH:23][CH:22]=3)[C:6]2=[O:7])=[CH:14][CH:13]=1, predict the reactants needed to synthesize it. (6) Given the product [CH:1]([N:4]1[CH2:9][CH2:8][CH:7]([NH:10][S:11]([CH2:14][CH2:15][NH2:16])(=[O:12])=[O:13])[CH2:6][CH2:5]1)([CH3:3])[CH3:2], predict the reactants needed to synthesize it. The reactants are: [CH:1]([N:4]1[CH2:9][CH2:8][CH:7]([NH:10][S:11]([CH2:14][CH2:15][N:16]2C(=O)C3C(=CC=CC=3)C2=O)(=[O:13])=[O:12])[CH2:6][CH2:5]1)([CH3:3])[CH3:2].NN.C1(C)C=CC(S(O)(=O)=O)=CC=1. (7) Given the product [CH3:1][O:2][C:3]1[CH:8]=[CH:7][C:6]([S:9]([N:12]([CH2:28][C:29]2[CH:30]=[N:31][CH:32]=[CH:33][CH:34]=2)[C:13]2[C:18]([C:19]([OH:21])=[O:20])=[CH:17][N:16]=[C:15]3[S:24][N:25]=[C:26]([CH3:27])[C:14]=23)(=[O:11])=[O:10])=[CH:5][CH:4]=1, predict the reactants needed to synthesize it. The reactants are: [CH3:1][O:2][C:3]1[CH:8]=[CH:7][C:6]([S:9]([N:12]([CH2:28][C:29]2[CH:30]=[N:31][CH:32]=[CH:33][CH:34]=2)[C:13]2[C:18]([C:19]([O:21]CC)=[O:20])=[CH:17][N:16]=[C:15]3[S:24][N:25]=[C:26]([CH3:27])[C:14]=23)(=[O:11])=[O:10])=[CH:5][CH:4]=1.[OH-].[K+].